This data is from Forward reaction prediction with 1.9M reactions from USPTO patents (1976-2016). The task is: Predict the product of the given reaction. (1) Given the reactants [O:1]=[C:2]([CH3:20])[C:3](=[N:8][NH:9][C:10]1[CH:15]=[CH:14][CH:13]=[C:12]([C:16]([F:19])([F:18])[F:17])[CH:11]=1)[C:4]([O:6][CH3:7])=[O:5].[CH3:21]OC(OC)N(C)C, predict the reaction product. The product is: [O:1]=[C:2]1[CH:20]=[CH:21][N:9]([C:10]2[CH:15]=[CH:14][CH:13]=[C:12]([C:16]([F:17])([F:18])[F:19])[CH:11]=2)[N:8]=[C:3]1[C:4]([O:6][CH3:7])=[O:5]. (2) Given the reactants [NH3:1].[C:2]12([CH2:13][C:12](=[O:14])[O:11][C:9](=[O:10])[CH2:8]1)[CH2:7][CH2:6][CH2:5][CH2:4][CH2:3]2.Cl, predict the reaction product. The product is: [C:2]1([CH2:13][C:12]([OH:11])=[O:14])([CH2:8][C:9]([NH2:1])=[O:10])[CH2:7][CH2:6][CH2:5][CH2:4][CH2:3]1. (3) Given the reactants [CH3:1][O:2][CH2:3][CH2:4][O:5][C:6]1[CH:11]=[CH:10][N:9]2[C:12]([C:15]3[CH:24]=[CH:23][C:22]4[C:17](=[C:18]([N:25]5[CH2:30][CH2:29][N:28](C(OC(C)(C)C)=O)[CH2:27][CH2:26]5)[CH:19]=[CH:20][CH:21]=4)[N:16]=3)=[N:13][N:14]=[C:8]2[CH:7]=1.Cl.[OH-].[Na+], predict the reaction product. The product is: [CH3:1][O:2][CH2:3][CH2:4][O:5][C:6]1[CH:11]=[CH:10][N:9]2[C:12]([C:15]3[CH:24]=[CH:23][C:22]4[C:17](=[C:18]([N:25]5[CH2:30][CH2:29][NH:28][CH2:27][CH2:26]5)[CH:19]=[CH:20][CH:21]=4)[N:16]=3)=[N:13][N:14]=[C:8]2[CH:7]=1.